Dataset: Catalyst prediction with 721,799 reactions and 888 catalyst types from USPTO. Task: Predict which catalyst facilitates the given reaction. (1) Reactant: [F:1][C:2]1[CH:31]=[CH:30][C:5]([O:6][C:7]2[CH:12]=[CH:11][C:10]([C:13]3[N:18]=[C:17]([C:19]([NH:21][C@@H:22]([CH3:27])[C:23]([O:25][CH3:26])=[O:24])=[O:20])[CH:16]=C(C=C)[N:14]=3)=[CH:9][CH:8]=2)=[CH:4][CH:3]=1.CC[C@H]1[C@H]2C[C@H]([C@H](OC3C4C(=CC=CC=4)C(O[C@H](C4C=CN=C5C=4C=C(OC)C=C5)[C@@H]4N5C[C@H](CC)[C@@H](CC5)C4)=NN=3)C3C=CN=C4C=3C=C([O:53]C)C=C4)N(CC2)C1.[CH3:90][CH:91]([OH:93])[CH3:92]. Product: [OH:93][C@@H:91]([C:92]1[N:14]=[C:13]([C:10]2[CH:11]=[CH:12][C:7]([O:6][C:5]3[CH:30]=[CH:31][C:2]([F:1])=[CH:3][CH:4]=3)=[CH:8][CH:9]=2)[N:18]=[C:17]([C:19]([NH:21][C@@H:22]([CH3:27])[C:23]([O:25][CH3:26])=[O:24])=[O:20])[CH:16]=1)[CH2:90][OH:53]. The catalyst class is: 6. (2) Reactant: COC1C=CC([CH2:7][N:8](C)[S:9]([C:12]2[CH:17]=[CH:16][C:15]([O:18][C:19]3[CH:24]=[C:23]([C:25]4[NH:26][C:27]([C:30]5[O:31][C@@H:32]([CH3:35])[CH2:33][N:34]=5)=[CH:28][CH:29]=4)[CH:22]=[C:21]([O:36][C@@H:37]([CH3:41])[CH2:38][O:39][CH3:40])[CH:20]=3)=[CH:14][N:13]=2)(=[O:11])=[O:10])=CC=1. Product: [CH3:40][O:39][CH2:38][C@H:37]([CH3:41])[O:36][C:21]1[CH:20]=[C:19]([CH:24]=[C:23]([C:25]2[NH:26][C:27]([C:30]3[O:31][C@@H:32]([CH3:35])[CH2:33][N:34]=3)=[CH:28][CH:29]=2)[CH:22]=1)[O:18][C:15]1[CH:16]=[CH:17][C:12]([S:9]([NH:8][CH3:7])(=[O:11])=[O:10])=[N:13][CH:14]=1. The catalyst class is: 55. (3) Reactant: [C:1]1([CH2:7][OH:8])[CH:6]=[CH:5][CH:4]=[CH:3][CH:2]=1.[H-].[Na+].F[C:12]1[C:21]([N+:22]([O-:24])=[O:23])=[CH:20][CH:19]=[CH:18][C:13]=1[C:14]([O:16][CH3:17])=[O:15]. Product: [CH2:7]([O:8][C:12]1[C:21]([N+:22]([O-:24])=[O:23])=[CH:20][CH:19]=[CH:18][C:13]=1[C:14]([O:16][CH3:17])=[O:15])[C:1]1[CH:6]=[CH:5][CH:4]=[CH:3][CH:2]=1. The catalyst class is: 42. (4) Reactant: [Br:1][CH:2]1[C:10]2[C:5](=[CH:6][CH:7]=[CH:8][C:9]=2[Cl:11])[C:4](=[O:12])[O:3]1.[C:13]1([P:19]([C:26]2[CH:31]=[CH:30][CH:29]=[CH:28][CH:27]=2)[C:20]2[CH:25]=[CH:24][CH:23]=[CH:22][CH:21]=2)[CH:18]=[CH:17][CH:16]=[CH:15][CH:14]=1. Product: [Br-:1].[Cl:11][C:9]1[CH:8]=[CH:7][CH:6]=[C:5]2[C:10]=1[CH:2]([P+:19]([C:20]1[CH:21]=[CH:22][CH:23]=[CH:24][CH:25]=1)([C:26]1[CH:31]=[CH:30][CH:29]=[CH:28][CH:27]=1)[C:13]1[CH:14]=[CH:15][CH:16]=[CH:17][CH:18]=1)[O:3][C:4]2=[O:12]. The catalyst class is: 1. (5) Reactant: Cl[C:2]1[N:7]=[CH:6][CH:5]=[CH:4][N:3]=1.[OH:8][C:9]1[CH:10]=[C:11]2[C:15](=[CH:16][CH:17]=1)[C:14](=[O:18])[CH2:13][CH2:12]2.C(=O)([O-])[O-].[K+].[K+]. Product: [N:3]1[CH:4]=[CH:5][CH:6]=[N:7][C:2]=1[O:8][C:9]1[CH:10]=[C:11]2[C:15](=[CH:16][CH:17]=1)[C:14](=[O:18])[CH2:13][CH2:12]2. The catalyst class is: 9. (6) Reactant: Br[C:2]1[CH:3]=[C:4]2[C:9](=[CH:10][CH:11]=1)[CH:8]=[N:7][CH:6]=[C:5]2[Cl:12].[NH:13]1[C:21]2[C:16](=[CH:17][CH:18]=[CH:19][CH:20]=2)[CH2:15][C:14]1=[O:22].CC1(C)C2C(=C(P(C3C=CC=CC=3)C3C=CC=CC=3)C=CC=2)OC2C(P(C3C=CC=CC=3)C3C=CC=CC=3)=CC=CC1=2.C([O-])([O-])=O.[Cs+].[Cs+]. Product: [Cl:12][C:5]1[C:4]2[C:9](=[CH:10][CH:11]=[C:2]([N:13]3[C:21]4[C:16](=[CH:17][CH:18]=[CH:19][CH:20]=4)[CH2:15][C:14]3=[O:22])[CH:3]=2)[CH:8]=[N:7][CH:6]=1. The catalyst class is: 62.